From a dataset of Catalyst prediction with 721,799 reactions and 888 catalyst types from USPTO. Predict which catalyst facilitates the given reaction. (1) Reactant: [CH3:1][C:2]([CH3:27])([CH2:24][CH2:25][CH3:26])[CH2:3][O:4][C:5]1[N:13]=[C:12]2[C:8]([N:9]=[C:10]([O:21]C)[N:11]2[CH2:14][CH:15]2[CH2:20][CH2:19][O:18][CH2:17][CH2:16]2)=[C:7]([NH2:23])[N:6]=1.Cl.[OH-].[Na+]. Product: [NH2:23][C:7]1[N:6]=[C:5]([O:4][CH2:3][C:2]([CH3:1])([CH3:27])[CH2:24][CH2:25][CH3:26])[N:13]=[C:12]2[C:8]=1[NH:9][C:10](=[O:21])[N:11]2[CH2:14][CH:15]1[CH2:16][CH2:17][O:18][CH2:19][CH2:20]1. The catalyst class is: 71. (2) Reactant: [Br:1][C:2]1[CH:10]=[C:9]([OH:11])[CH:8]=[CH:7][C:3]=1[C:4]([OH:6])=[O:5].[OH-].[K+].[CH2:14](Br)[C:15]1[CH:20]=[CH:19][CH:18]=[CH:17][CH:16]=1.C([O-])([O-])=O.[K+].[K+]. Product: [CH2:14]([O:5][C:4](=[O:6])[C:3]1[CH:7]=[CH:8][C:9]([O:11][CH2:4][C:3]2[CH:7]=[CH:8][CH:9]=[CH:10][CH:2]=2)=[CH:10][C:2]=1[Br:1])[C:15]1[CH:20]=[CH:19][CH:18]=[CH:17][CH:16]=1. The catalyst class is: 24. (3) Reactant: Cl.[NH2:2][C:3]1[CH:4]=[CH:5][C:6]([CH3:22])=[C:7]([NH:9][C:10]2[CH:11]=[C:12]3[C:17](=[CH:18][CH:19]=2)[N:16]=[CH:15][N:14]([CH3:20])[C:13]3=[O:21])[CH:8]=1.[F:23][C:24]1[CH:29]=[CH:28][C:27]([C:30]2[O:34][C:33]([S:35]([CH3:38])(=[O:37])=[O:36])=[N:32][C:31]=2[C:39](O)=[O:40])=[CH:26][CH:25]=1.CN(C(ON1N=NC2C=CC=NC1=2)=[N+](C)C)C.F[P-](F)(F)(F)(F)F.CCN(C(C)C)C(C)C. Product: [F:23][C:24]1[CH:25]=[CH:26][C:27]([C:30]2[O:34][C:33]([S:35]([CH3:38])(=[O:37])=[O:36])=[N:32][C:31]=2[C:39]([NH:2][C:3]2[CH:4]=[CH:5][C:6]([CH3:22])=[C:7]([NH:9][C:10]3[CH:11]=[C:12]4[C:17](=[CH:18][CH:19]=3)[N:16]=[CH:15][N:14]([CH3:20])[C:13]4=[O:21])[CH:8]=2)=[O:40])=[CH:28][CH:29]=1. The catalyst class is: 18. (4) Reactant: [Cl:1][C:2]1[N:3]=[C:4]2[NH:9][CH2:8][C:7]3([CH2:11][CH2:10]3)[CH2:6][N:5]2[C:12](=[O:14])[CH:13]=1.[C:15](=O)([O-])[O-].[Cs+].[Cs+].O.[C:22]([O:25][CH2:26][CH3:27])(=O)[CH3:23]. Product: [Cl:1][C:2]1[N:3]=[C:4]2[N:9]([CH2:27][CH2:26][O:25][CH:22]([CH3:23])[CH3:15])[CH2:8][C:7]3([CH2:10][CH2:11]3)[CH2:6][N:5]2[C:12](=[O:14])[CH:13]=1. The catalyst class is: 23.